Dataset: Full USPTO retrosynthesis dataset with 1.9M reactions from patents (1976-2016). Task: Predict the reactants needed to synthesize the given product. The reactants are: C[O:2][C:3](=[O:23])[C:4]1[C:5](=[C:10]([O:14][CH2:15][C:16]2[CH:21]=[CH:20][CH:19]=[C:18]([Br:22])[CH:17]=2)[CH:11]=[CH:12][CH:13]=1)[C:6]([O:8]C)=[O:7]. Given the product [Br:22][C:18]1[CH:17]=[C:16]([CH:21]=[CH:20][CH:19]=1)[CH2:15][O:14][C:10]1[CH:11]=[CH:12][CH:13]=[C:4]([C:3]([OH:23])=[O:2])[C:5]=1[C:6]([OH:8])=[O:7], predict the reactants needed to synthesize it.